From a dataset of Experimental lipophilicity measurements (octanol/water distribution) for 4,200 compounds from AstraZeneca. Regression/Classification. Given a drug SMILES string, predict its absorption, distribution, metabolism, or excretion properties. Task type varies by dataset: regression for continuous measurements (e.g., permeability, clearance, half-life) or binary classification for categorical outcomes (e.g., BBB penetration, CYP inhibition). For this dataset (lipophilicity_astrazeneca), we predict Y. The drug is CC(C)(C)NC(=O)Nc1cccc(Cn2[nH]c(=O)c3[nH]c4cc(Cl)ccc4c(=O)c3c2=O)c1. The Y is 1.77 logD.